This data is from Reaction yield outcomes from USPTO patents with 853,638 reactions. The task is: Predict the reaction yield, written as a fraction of the theoretical maximum amount of product (1.0 means a 100% yield; for example, 0.34 means a 34% yield). The product is [Cl:1][C:2]1[C:3]2[C:10]3[CH2:11][CH2:12][NH:13][CH2:14][C:9]=3[S:8][C:4]=2[N:5]=[CH:6][N:7]=1. The yield is 0.820. The reactants are [Cl:1][C:2]1[C:3]2[C:10]3[CH2:11][CH2:12][N:13](C(OC(C)(C)C)=O)[CH2:14][C:9]=3[S:8][C:4]=2[N:5]=[CH:6][N:7]=1.Cl. The catalyst is C1COCC1.O1CCOCC1.